This data is from Forward reaction prediction with 1.9M reactions from USPTO patents (1976-2016). The task is: Predict the product of the given reaction. Given the reactants [CH3:1][C:2]1[C:6]([C:7]2[CH:12]=[C:11]([N+:13]([O-])=O)[C:10]([N:16](CC)[C:17](=O)[C:18](F)(F)F)=[C:9]([I:25])[CH:8]=2)=[C:5]([CH3:26])[O:4][N:3]=1.C[O-].[Na+].[OH-].[Na+], predict the reaction product. The product is: [CH3:1][C:2]1[C:6]([C:7]2[CH:12]=[C:11]([NH2:13])[C:10]([NH:16][CH2:17][CH3:18])=[C:9]([I:25])[CH:8]=2)=[C:5]([CH3:26])[O:4][N:3]=1.